Dataset: Catalyst prediction with 721,799 reactions and 888 catalyst types from USPTO. Task: Predict which catalyst facilitates the given reaction. (1) The catalyst class is: 49. Reactant: [NH2:1][C:2]1[C:7]2=[C:8]([C:13]3[CH:18]=[CH:17][C:16]([NH:19][C:20]([NH:22][C:23]4[CH:28]=[C:27]([C:29]([F:32])([F:31])[F:30])[CH:26]=[CH:25][C:24]=4[F:33])=[O:21])=[CH:15][CH:14]=3)[C:9]([CH2:11][OH:12])=[CH:10][N:6]2[N:5]=[CH:4][N:3]=1.CC(OI1(OC(C)=O)(OC(C)=O)OC(=O)C2C=CC=CC1=2)=O. Product: [NH2:1][C:2]1[C:7]2=[C:8]([C:13]3[CH:14]=[CH:15][C:16]([NH:19][C:20]([NH:22][C:23]4[CH:28]=[C:27]([C:29]([F:30])([F:31])[F:32])[CH:26]=[CH:25][C:24]=4[F:33])=[O:21])=[CH:17][CH:18]=3)[C:9]([CH:11]=[O:12])=[CH:10][N:6]2[N:5]=[CH:4][N:3]=1. (2) Reactant: C([O:3][C:4](=[O:39])[CH2:5][CH2:6][CH2:7][CH2:8][N:9]1[CH2:14][CH2:13][N:12]([CH:15]([C:33]2[CH:38]=[CH:37][CH:36]=[CH:35][CH:34]=2)[CH2:16][O:17][CH2:18][C:19]2[CH:24]=[C:23]([C:25]([F:28])([F:27])[F:26])[CH:22]=[C:21]([C:29]([F:32])([F:31])[F:30])[CH:20]=2)[CH2:11][CH2:10]1)C.C(O)C.[OH-].[Na+].Cl. Product: [F:28][C:25]([F:26])([F:27])[C:23]1[CH:24]=[C:19]([CH:20]=[C:21]([C:29]([F:30])([F:31])[F:32])[CH:22]=1)[CH2:18][O:17][CH2:16][CH:15]([N:12]1[CH2:11][CH2:10][N:9]([CH2:8][CH2:7][CH2:6][CH2:5][C:4]([OH:39])=[O:3])[CH2:14][CH2:13]1)[C:33]1[CH:38]=[CH:37][CH:36]=[CH:35][CH:34]=1. The catalyst class is: 6. (3) Reactant: CC1C=C(C)[N:4]([C:8](=[NH:23])[NH:9][C:10](=S)[NH:11][C:12]2[CH:13]=[C:14]([CH:19]=[CH:20][CH:21]=2)[C:15]([O:17][CH3:18])=[O:16])[N:3]=1.NN. Product: [NH2:23][C:8]1[NH:4][N:3]=[C:10]([NH:11][C:12]2[CH:13]=[C:14]([CH:19]=[CH:20][CH:21]=2)[C:15]([O:17][CH3:18])=[O:16])[N:9]=1. The catalyst class is: 5. (4) Reactant: [Br:1][C:2]1[CH:21]=[CH:20][CH:19]=[CH:18][C:3]=1[C:4]([NH:6][C:7]1[CH:8]=[C:9]2[CH:15]=[C:14]([CH2:16]Br)[NH:13][C:10]2=[N:11][CH:12]=1)=[O:5].[CH3:22][OH:23]. Product: [Br:1][C:2]1[CH:21]=[CH:20][CH:19]=[CH:18][C:3]=1[C:4]([NH:6][C:7]1[CH:8]=[C:9]2[CH:15]=[C:14]([CH2:16][O:23][CH3:22])[NH:13][C:10]2=[N:11][CH:12]=1)=[O:5]. The catalyst class is: 13.